Dataset: Catalyst prediction with 721,799 reactions and 888 catalyst types from USPTO. Task: Predict which catalyst facilitates the given reaction. (1) Reactant: [CH3:1][C:2]([CH3:4])=O.[NH2:5][N:6]1[C:15](=[O:16])[C:14]2[CH2:13][C:12]3([O:20][CH2:19][CH2:18][O:17]3)[CH2:11][CH2:10][C:9]=2[N:8]=[C:7]1[CH2:21][CH2:22][CH2:23][CH2:24][N:25]1[CH2:30][CH2:29][N:28]([C:31]2[CH:40]=[CH:39][C:38]3[C:33](=[CH:34][CH:35]=[CH:36][CH:37]=3)[N:32]=2)[CH2:27][CH2:26]1.C1(C)C=CC(S([O-])(=O)=O)=CC=1.[NH+]1C=CC=CC=1. Product: [CH2:19]1[CH2:18][O:17][C:12]2([CH2:11][CH2:10][C:9]3[N:8]=[C:7]([CH2:21][CH2:22][CH2:23][CH2:24][N:25]4[CH2:26][CH2:27][N:28]([C:31]5[CH:40]=[CH:39][C:38]6[C:33](=[CH:34][CH:35]=[CH:36][CH:37]=6)[N:32]=5)[CH2:29][CH2:30]4)[N:6]([N:5]=[C:2]([CH3:4])[CH3:1])[C:15](=[O:16])[C:14]=3[CH2:13]2)[O:20]1. The catalyst class is: 6. (2) Reactant: [CH3:1][N:2]([CH3:34])[CH2:3][CH2:4][CH2:5][C:6]1[CH:7]=[C:8]([NH:13][C:14]2[N:15]=[CH:16][C:17]3[CH2:18][C:19](=[S:33])[NH:20][C:21]4[CH:28]=[C:27]([C:29]([F:32])([F:31])[F:30])[CH:26]=[CH:25][C:22]=4[C:23]=3[N:24]=2)[C:9]([CH3:12])=[N:10][CH:11]=1.[ClH:35]. Product: [ClH:35].[CH3:34][N:2]([CH3:1])[CH2:3][CH2:4][CH2:5][C:6]1[CH:7]=[C:8]([NH:13][C:14]2[N:15]=[CH:16][C:17]3[CH2:18][C:19](=[S:33])[NH:20][C:21]4[CH:28]=[C:27]([C:29]([F:32])([F:31])[F:30])[CH:26]=[CH:25][C:22]=4[C:23]=3[N:24]=2)[C:9]([CH3:12])=[N:10][CH:11]=1. The catalyst class is: 8. (3) The catalyst class is: 27. Reactant: [CH2:1]([O:3][C:4](=[O:7])[C:5]#[N:6])[CH3:2].[CH2:8]([OH:10])[CH3:9]. Product: [CH2:1]([O:3][C:4](=[O:7])[C:5]([O:10][CH2:8][CH3:9])=[NH:6])[CH3:2]. (4) Reactant: [CH3:1][O:2][C:3](=[O:40])[N:4]([CH2:18][C:19]1[CH:24]=[C:23]([C:25]([F:28])([F:27])[F:26])[CH:22]=[CH:21][C:20]=1[C:29]1[CH:34]=[C:33]([CH:35]([CH3:37])[CH3:36])[CH:32]=[CH:31][C:30]=1[O:38][CH3:39])[CH2:5][C:6]1[CH:11]=[C:10]([C:12]([F:15])([F:14])[F:13])[CH:9]=[C:8](SC)[CH:7]=1.[CH:41]1C=C(Cl)C=C(C(OO)=O)C=1.[OH:52][S:53]([O-:55])=O.[Na+]. The catalyst class is: 2. Product: [CH3:1][O:2][C:3](=[O:40])[N:4]([CH2:18][C:19]1[CH:24]=[C:23]([C:25]([F:26])([F:27])[F:28])[CH:22]=[CH:21][C:20]=1[C:29]1[CH:34]=[C:33]([CH:35]([CH3:36])[CH3:37])[CH:32]=[CH:31][C:30]=1[O:38][CH3:39])[CH2:5][C:6]1[CH:11]=[C:10]([C:12]([F:15])([F:14])[F:13])[CH:9]=[C:8]([S:53]([CH3:41])(=[O:55])=[O:52])[CH:7]=1. (5) Reactant: [Br:1][C:2]1[CH:7]=[CH:6][C:5]([C:8]([OH:11])([CH3:10])[CH3:9])=[CH:4][CH:3]=1.[CH3:12]I.[H-].[Na+].Cl. Product: [Br:1][C:2]1[CH:3]=[CH:4][C:5]([C:8]([O:11][CH3:12])([CH3:9])[CH3:10])=[CH:6][CH:7]=1. The catalyst class is: 7. (6) Reactant: CCN(C(C)C)C(C)C.[F:10][C:11]([F:28])([F:27])[O:12][C:13]1[CH:14]=[CH:15][CH:16]=[C:17]2[C:22]=1[O:21][C:20](=[O:23])[C:19]([C:24]([OH:26])=O)=[CH:18]2.CN(C(ON1N=NC2C=CC=NC1=2)=[N+](C)C)C.F[P-](F)(F)(F)(F)F.[O:53]1[C:57]2[CH:58]=[CH:59][C:60]([C:62]3[CH:63]=[C:64]([NH2:68])[CH:65]=[CH:66][CH:67]=3)=[CH:61][C:56]=2[CH2:55][CH2:54]1. Product: [O:53]1[C:57]2[CH:58]=[CH:59][C:60]([C:62]3[CH:63]=[C:64]([NH:68][C:24]([C:19]4[C:20](=[O:23])[O:21][C:22]5[C:17]([CH:18]=4)=[CH:16][CH:15]=[CH:14][C:13]=5[O:12][C:11]([F:10])([F:28])[F:27])=[O:26])[CH:65]=[CH:66][CH:67]=3)=[CH:61][C:56]=2[CH2:55][CH2:54]1. The catalyst class is: 3.